Dataset: Full USPTO retrosynthesis dataset with 1.9M reactions from patents (1976-2016). Task: Predict the reactants needed to synthesize the given product. (1) Given the product [O:9]1[CH2:11][CH2:12][O:13][CH:8]1[C:7]1[C:2]([F:1])=[N:3][CH:4]=[CH:5][C:6]=1[I:10], predict the reactants needed to synthesize it. The reactants are: [F:1][C:2]1[C:7]([CH:8]=[O:9])=[C:6]([I:10])[CH:5]=[CH:4][N:3]=1.[CH2:11](O)[CH2:12][OH:13].C1(C)C=CC(S(O)(=O)=O)=CC=1. (2) Given the product [CH3:2][N:3]1[CH2:8][CH2:7][C:6]([C:12]2[CH:17]=[CH:16][C:15]([Cl:18])=[C:14]([Cl:19])[CH:13]=2)([C:9]([O:11][CH2:25][CH3:26])=[O:10])[CH2:5][CH2:4]1, predict the reactants needed to synthesize it. The reactants are: Cl.[CH3:2][N:3]1[CH2:8][CH2:7][C:6]([C:12]2[CH:17]=[CH:16][C:15]([Cl:18])=[C:14]([Cl:19])[CH:13]=2)([C:9]([OH:11])=[O:10])[CH2:5][CH2:4]1.OS(O)(=O)=O.[CH2:25](O)[CH3:26].